From a dataset of Peptide-MHC class II binding affinity with 134,281 pairs from IEDB. Regression. Given a peptide amino acid sequence and an MHC pseudo amino acid sequence, predict their binding affinity value. This is MHC class II binding data. (1) The peptide sequence is EKKYFSATQFEPLAA. The MHC is HLA-DQA10501-DQB10201 with pseudo-sequence HLA-DQA10501-DQB10201. The binding affinity (normalized) is 0.385. (2) The peptide sequence is VQLIAAVPGKNVVNV. The MHC is DRB3_0202 with pseudo-sequence DRB3_0202. The binding affinity (normalized) is 0.763. (3) The peptide sequence is ENQRTVALYSLKIAGWHGPK. The MHC is DRB3_0101 with pseudo-sequence DRB3_0101. The binding affinity (normalized) is 0.0705. (4) The peptide sequence is SERPAIVPPADKYRT. The MHC is HLA-DQA10101-DQB10501 with pseudo-sequence HLA-DQA10101-DQB10501. The binding affinity (normalized) is 0.0375. (5) The peptide sequence is RFHGDDERAAKVYEN. The MHC is HLA-DQA10301-DQB10302 with pseudo-sequence HLA-DQA10301-DQB10302. The binding affinity (normalized) is 0.118. (6) The peptide sequence is GVDNFCVKVLAPYMP. The MHC is DRB1_0701 with pseudo-sequence DRB1_0701. The binding affinity (normalized) is 0.609. (7) The peptide sequence is KCQFDHVNTLHFLVR. The MHC is DRB1_0101 with pseudo-sequence DRB1_0101. The binding affinity (normalized) is 0.919. (8) The peptide sequence is DESWQQFRQELIPLL. The MHC is DRB1_0901 with pseudo-sequence DRB1_0901. The binding affinity (normalized) is 0.517.